From a dataset of Forward reaction prediction with 1.9M reactions from USPTO patents (1976-2016). Predict the product of the given reaction. (1) Given the reactants [C:1]([CH2:3][CH2:4][CH2:5][NH:6][C:7]([C:9]1[C:13]([NH:14][C:15]([C:17]2[CH:22]=[CH:21][CH:20]=[CH:19][N:18]=2)=[O:16])=[CH:12][N:11](C2CCCCO2)[N:10]=1)=[O:8])#[N:2].O.C1(C)C=CC(S(O)(=O)=O)=CC=1.C(=O)([O-])O.[Na+], predict the reaction product. The product is: [C:1]([CH2:3][CH2:4][CH2:5][NH:6][C:7]([C:9]1[C:13]([NH:14][C:15]([C:17]2[CH:22]=[CH:21][CH:20]=[CH:19][N:18]=2)=[O:16])=[CH:12][NH:11][N:10]=1)=[O:8])#[N:2]. (2) Given the reactants Br[C:2]1[CH:9]=[CH:8][C:5]([CH:6]=[O:7])=[C:4]([O:10][CH3:11])[CH:3]=1.[F:12][C:13]1[CH:18]=[C:17]([F:19])[CH:16]=[CH:15][C:14]=1B(O)O.C1(P(C2CCCCC2)C2C=CC=CC=2C2C(OC)=CC=CC=2OC)CCCCC1.C(=O)([O-])[O-].[Na+].[Na+], predict the reaction product. The product is: [F:12][C:13]1[CH:18]=[C:17]([F:19])[CH:16]=[CH:15][C:14]=1[C:2]1[CH:9]=[CH:8][C:5]([CH:6]=[O:7])=[C:4]([O:10][CH3:11])[CH:3]=1. (3) Given the reactants [Br:1][C:2]1[C:7](=[O:8])[NH:6][N:5]=[C:4]([C:9]([O:11][CH3:12])=[O:10])[CH:3]=1.C(=O)([O-])[O-].[K+].[K+].[CH3:19][O:20][C:21]1[CH:26]=[CH:25][C:24]([CH2:27]Cl)=[CH:23][CH:22]=1.O, predict the reaction product. The product is: [Br:1][C:2]1[C:7](=[O:8])[N:6]([CH2:27][C:24]2[CH:25]=[CH:26][C:21]([O:20][CH3:19])=[CH:22][CH:23]=2)[N:5]=[C:4]([C:9]([O:11][CH3:12])=[O:10])[CH:3]=1. (4) Given the reactants [Cl:1][C:2]1[CH:3]=[C:4]([CH:9]([NH:20][C:21]([N:23]2[CH2:32][CH2:31][C:30]3[CH:29]=[N:28][C:27]([NH:33][CH:34]([CH3:36])[CH3:35])=[N:26][C:25]=3[CH2:24]2)=[O:22])[CH2:10][CH2:11][NH:12]C(=O)OC(C)(C)C)[CH:5]=[CH:6][C:7]=1[Cl:8].C(O)(C(F)(F)F)=O, predict the reaction product. The product is: [NH2:12][CH2:11][CH2:10][CH:9]([NH:20][C:21]([N:23]1[CH2:32][CH2:31][C:30]2[CH:29]=[N:28][C:27]([NH:33][CH:34]([CH3:36])[CH3:35])=[N:26][C:25]=2[CH2:24]1)=[O:22])[C:4]1[CH:5]=[CH:6][C:7]([Cl:8])=[C:2]([Cl:1])[CH:3]=1. (5) Given the reactants C([O:3][C:4]([CH:6]1[CH2:11][CH2:10][CH2:9][N:8](C2C=CC(C(N3C4C(=CC=CC=4)[C@H](N(C(=O)C)C4C=CC(Cl)=CC=4)C[C@@H]3C)=O)=CC=2)[CH2:7]1)=[O:5])C.C(O)C.[OH-].[Li+], predict the reaction product. The product is: [NH:8]1[CH2:9][CH2:10][CH2:11][CH:6]([C:4]([OH:5])=[O:3])[CH2:7]1.